This data is from Forward reaction prediction with 1.9M reactions from USPTO patents (1976-2016). The task is: Predict the product of the given reaction. Given the reactants Br[C:2]1[CH:3]=[C:4]2[C:9](=[N:10][C:11]=1[CH3:12])[N:8]=[CH:7][C:6]([C:13]([NH:15][CH2:16][C:17]1[CH:22]=[CH:21][C:20]([Cl:23])=[CH:19][CH:18]=1)=[O:14])=[C:5]2[OH:24].[CH2:25]([OH:28])[C:26]#[CH:27].C(N(CC)CC)C, predict the reaction product. The product is: [Cl:23][C:20]1[CH:21]=[CH:22][C:17]([CH2:16][NH:15][C:13]([C:6]2[CH:7]=[N:8][C:9]3[C:4]([C:5]=2[OH:24])=[CH:3][C:2]([C:27]#[C:26][CH2:25][OH:28])=[C:11]([CH3:12])[N:10]=3)=[O:14])=[CH:18][CH:19]=1.